Dataset: Peptide-MHC class II binding affinity with 134,281 pairs from IEDB. Task: Regression. Given a peptide amino acid sequence and an MHC pseudo amino acid sequence, predict their binding affinity value. This is MHC class II binding data. (1) The peptide sequence is ARTDLLAFTAFPKQI. The MHC is HLA-DQA10301-DQB10302 with pseudo-sequence HLA-DQA10301-DQB10302. The binding affinity (normalized) is 0.150. (2) The binding affinity (normalized) is 0.383. The MHC is DRB5_0101 with pseudo-sequence DRB5_0101. The peptide sequence is QVAFSYFPPPAAKED. (3) The peptide sequence is LFFNHHKVMLLGHDD. The MHC is DRB1_0401 with pseudo-sequence DRB1_0401. The binding affinity (normalized) is 0.538. (4) The peptide sequence is NPIASTNDDEVLIEV. The binding affinity (normalized) is 0. The MHC is DRB1_1501 with pseudo-sequence DRB1_1501. (5) The peptide sequence is LKGTFTYNKMTCLIL. The MHC is DRB1_0701 with pseudo-sequence DRB1_0701. The binding affinity (normalized) is 0.492.